This data is from Catalyst prediction with 721,799 reactions and 888 catalyst types from USPTO. The task is: Predict which catalyst facilitates the given reaction. (1) Reactant: [C:1]1([C:7]([C:9]2[NH:17][C:12]3=[CH:13][N:14]=[CH:15][CH:16]=[C:11]3[CH:10]=2)=O)[CH:6]=[CH:5][CH:4]=[CH:3][CH:2]=1.Cl.[NH2:19][OH:20].O[Li].O.O. Product: [C:1]1([C:7]([C:9]2[NH:17][C:12]3=[CH:13][N:14]=[CH:15][CH:16]=[C:11]3[CH:10]=2)=[N:19][OH:20])[CH:6]=[CH:5][CH:4]=[CH:3][CH:2]=1. The catalyst class is: 8. (2) Reactant: [F:1][C:2]1[C:3]([CH3:39])=[C:4]([C:17]2[CH:22]=[CH:21][CH:20]=[C:19]([CH2:23][O:24][C:25]3[CH:38]=[CH:37][C:28]4[C@H:29]([CH2:32][C:33]([O:35]C)=[O:34])[CH2:30][O:31][C:27]=4[CH:26]=3)[CH:18]=2)[C:5]([CH3:16])=[CH:6][C:7]=1[O:8][CH2:9][CH2:10][CH2:11][S:12]([CH3:15])(=[O:14])=[O:13].CO.[OH-].[Na+].Cl. Product: [F:1][C:2]1[C:3]([CH3:39])=[C:4]([C:17]2[CH:22]=[CH:21][CH:20]=[C:19]([CH2:23][O:24][C:25]3[CH:38]=[CH:37][C:28]4[C@H:29]([CH2:32][C:33]([OH:35])=[O:34])[CH2:30][O:31][C:27]=4[CH:26]=3)[CH:18]=2)[C:5]([CH3:16])=[CH:6][C:7]=1[O:8][CH2:9][CH2:10][CH2:11][S:12]([CH3:15])(=[O:13])=[O:14]. The catalyst class is: 132. (3) Reactant: C(O[C:6](=O)[N:7](C)[C@@H:8]([C:20](=[O:35])[N:21]([CH3:34])[C@@H:22]([C:30](=[O:33])[NH:31][CH3:32])[CH2:23][C:24]1[CH:29]=[CH:28][CH:27]=[CH:26][CH:25]=1)[CH2:9][C:10]1[C:19]2[C:14](=[CH:15][CH:16]=[CH:17][CH:18]=2)[CH:13]=[CH:12][CH:11]=1)(C)(C)C.FC(F)(F)C(O)=O.O.C(=O)([O-])O.[Na+]. Product: [CH3:34][N:21]([C@@H:22]([C:30](=[O:33])[NH:31][CH3:32])[CH2:23][C:24]1[CH:25]=[CH:26][CH:27]=[CH:28][CH:29]=1)[C:20](=[O:35])[C@H:8]([NH:7][CH3:6])[CH2:9][C:10]1[C:19]2[C:14](=[CH:15][CH:16]=[CH:17][CH:18]=2)[CH:13]=[CH:12][CH:11]=1. The catalyst class is: 2. (4) Reactant: [CH2:1]([NH:8][C@H:9]1[CH2:14][CH2:13][C@H:12]([C:15]([O:24][Si](CC)(CC)CC)([C:20]([F:23])([F:22])[F:21])[C:16]([F:19])([F:18])[F:17])[CH2:11][CH2:10]1)[C:2]1[CH:7]=[CH:6][CH:5]=[CH:4][CH:3]=1.CCN(CC)CC.[C:39](Cl)(=[O:41])[CH3:40].[NH4+].[Cl-]. Product: [CH2:1]([N:8]([C@H:9]1[CH2:14][CH2:13][C@H:12]([C:15]([OH:24])([C:20]([F:23])([F:21])[F:22])[C:16]([F:19])([F:17])[F:18])[CH2:11][CH2:10]1)[C:39](=[O:41])[CH3:40])[C:2]1[CH:3]=[CH:4][CH:5]=[CH:6][CH:7]=1. The catalyst class is: 158. (5) Reactant: Cl[C:2]1[C:11]2=[N:12][N:13](CC3C=CC(OC)=CC=3)[CH:14]=[C:10]2[C:9]2[CH:8]=[C:7]([O:24][CH3:25])[CH:6]=[CH:5][C:4]=2[N:3]=1.[CH3:26][N:27]([CH3:35])[C:28]1[CH:33]=[CH:32][C:31]([NH2:34])=[CH:30][CH:29]=1.Cl. Product: [CH3:25][O:24][C:7]1[CH:6]=[CH:5][C:4]2[N:3]=[C:2]([NH:34][C:31]3[CH:32]=[CH:33][C:28]([N:27]([CH3:35])[CH3:26])=[CH:29][CH:30]=3)[C:11]3=[N:12][NH:13][CH:14]=[C:10]3[C:9]=2[CH:8]=1. The catalyst class is: 71. (6) Product: [NH:3]1[C:11]2[C:6](=[CH:7][C:8]([C@H:12]([NH:14][C:30]([CH:25]3[CH2:24][CH2:23][C:22]4[N:21]=[C:20]([C:17]([CH3:19])([CH3:18])[C:16]([F:34])([F:33])[F:15])[CH:29]=[CH:28][C:27]=4[CH2:26]3)=[O:31])[CH3:13])=[CH:9][CH:10]=2)[CH:5]=[N:4]1. The catalyst class is: 37. Reactant: Cl.Cl.[NH:3]1[C:11]2[C:6](=[CH:7][C:8]([C@H:12]([NH2:14])[CH3:13])=[CH:9][CH:10]=2)[CH:5]=[N:4]1.[F:15][C:16]([F:34])([F:33])[C:17]([C:20]1[CH:29]=[CH:28][C:27]2[CH2:26][C@@H:25]([C:30](O)=[O:31])[CH2:24][CH2:23][C:22]=2[N:21]=1)([CH3:19])[CH3:18].C(N(CC)C(C)C)(C)C.F[P-](F)(F)(F)(F)F.C[N+](C)=C(N(C)C)ON1C2N=CC=CC=2N=N1.